From a dataset of Reaction yield outcomes from USPTO patents with 853,638 reactions. Predict the reaction yield, written as a fraction of the theoretical maximum amount of product (1.0 means a 100% yield; for example, 0.34 means a 34% yield). (1) The reactants are [CH2:1]([O:8][C:9]1[C:14]([CH2:15][N:16]2[CH2:25][CH2:24][C:23]3[C:18](=[C:19](I)[C:20]([O:26][CH3:27])=[CH:21][CH:22]=3)[C:17]2=[O:29])=[C:13]([CH3:30])[CH:12]=[C:11]([CH3:31])[N:10]=1)[C:2]1[CH:7]=[CH:6][CH:5]=[CH:4][CH:3]=1.[C:32]([Cu])#[N:33].O. The catalyst is CN1C(=O)CCC1.CCOC(C)=O. The product is [CH2:1]([O:8][C:9]1[C:14]([CH2:15][N:16]2[CH2:25][CH2:24][C:23]3[C:18](=[C:19]([C:32]#[N:33])[C:20]([O:26][CH3:27])=[CH:21][CH:22]=3)[C:17]2=[O:29])=[C:13]([CH3:30])[CH:12]=[C:11]([CH3:31])[N:10]=1)[C:2]1[CH:7]=[CH:6][CH:5]=[CH:4][CH:3]=1. The yield is 1.00. (2) The reactants are [C:1]([O:4][CH2:5][CH2:6][NH:7][C@H:8]1[C:16]2[C:11](=[C:12]([C:17]3[N:21]=[C:20]([C:22]4[CH:27]=[CH:26][C:25]([O:28][CH:29]([CH3:31])[CH3:30])=[C:24]([C:32]#[N:33])[CH:23]=4)[O:19][N:18]=3)[CH:13]=[CH:14][CH:15]=2)[CH2:10][CH2:9]1)(=[O:3])[CH3:2].[CH3:34][S:35](Cl)(=[O:37])=[O:36].C(N(CC)CC)C. The catalyst is C(Cl)Cl. The product is [C:1]([O:4][CH2:5][CH2:6][N:7]([C@H:8]1[C:16]2[C:11](=[C:12]([C:17]3[N:21]=[C:20]([C:22]4[CH:27]=[CH:26][C:25]([O:28][CH:29]([CH3:31])[CH3:30])=[C:24]([C:32]#[N:33])[CH:23]=4)[O:19][N:18]=3)[CH:13]=[CH:14][CH:15]=2)[CH2:10][CH2:9]1)[S:35]([CH3:34])(=[O:37])=[O:36])(=[O:3])[CH3:2]. The yield is 0.500. (3) The reactants are [NH:1]1[CH:5]=[CH:4][C:3]([C:6]([O:8][CH3:9])=[O:7])=[CH:2]1.[CH:10]1(B(O)O)[CH2:12][CH2:11]1.N1C=CC=CC=1C1C=CC=CN=1.C(=O)([O-])[O-].[Na+].[Na+]. The catalyst is C([O-])(=O)C.[Cu+2].C([O-])(=O)C. The product is [CH:10]1([N:1]2[CH:5]=[CH:4][C:3]([C:6]([O:8][CH3:9])=[O:7])=[CH:2]2)[CH2:12][CH2:11]1. The yield is 0.570. (4) The reactants are [CH2:1]([O:8][N:9]([CH2:12][CH:13]1[CH:17]([CH2:18][CH2:19][CH2:20][CH3:21])[CH2:16][N:15]([CH2:22][C:23]2[CH:28]=[CH:27][C:26]([OH:29])=[CH:25][CH:24]=2)[C:14]1=[O:30])[CH:10]=[O:11])[C:2]1[CH:7]=[CH:6][CH:5]=[CH:4][CH:3]=1.[O:31]1[CH:35]=[CH:34][CH:33]=[C:32]1[CH2:36]O.C1(P(C2C=CC=CC=2)C2C=CC=CC=2)C=CC=CC=1.N(C(OCC)=O)=NC(OCC)=O. The catalyst is O1CCCC1. The product is [CH2:1]([O:8][N:9]([CH2:12][CH:13]1[CH:17]([CH2:18][CH2:19][CH2:20][CH3:21])[CH2:16][N:15]([CH2:22][C:23]2[CH:28]=[CH:27][C:26]([O:29][CH2:36][C:32]3[O:31][CH:35]=[CH:34][CH:33]=3)=[CH:25][CH:24]=2)[C:14]1=[O:30])[CH:10]=[O:11])[C:2]1[CH:7]=[CH:6][CH:5]=[CH:4][CH:3]=1. The yield is 0.630.